From a dataset of NCI-60 drug combinations with 297,098 pairs across 59 cell lines. Regression. Given two drug SMILES strings and cell line genomic features, predict the synergy score measuring deviation from expected non-interaction effect. (1) Synergy scores: CSS=-0.462, Synergy_ZIP=-0.266, Synergy_Bliss=1.39, Synergy_Loewe=-2.43, Synergy_HSA=-0.897. Drug 1: CC12CCC(CC1=CCC3C2CCC4(C3CC=C4C5=CN=CC=C5)C)O. Drug 2: CCCCCOC(=O)NC1=NC(=O)N(C=C1F)C2C(C(C(O2)C)O)O. Cell line: MALME-3M. (2) Drug 1: CNC(=O)C1=CC=CC=C1SC2=CC3=C(C=C2)C(=NN3)C=CC4=CC=CC=N4. Drug 2: CCCCC(=O)OCC(=O)C1(CC(C2=C(C1)C(=C3C(=C2O)C(=O)C4=C(C3=O)C=CC=C4OC)O)OC5CC(C(C(O5)C)O)NC(=O)C(F)(F)F)O. Cell line: MDA-MB-231. Synergy scores: CSS=-1.82, Synergy_ZIP=1.92, Synergy_Bliss=-0.156, Synergy_Loewe=-4.66, Synergy_HSA=-3.75. (3) Synergy scores: CSS=2.22, Synergy_ZIP=-4.81, Synergy_Bliss=-3.23, Synergy_Loewe=-45.0, Synergy_HSA=-8.00. Cell line: DU-145. Drug 2: C1C(C(OC1N2C=NC(=NC2=O)N)CO)O. Drug 1: CS(=O)(=O)CCNCC1=CC=C(O1)C2=CC3=C(C=C2)N=CN=C3NC4=CC(=C(C=C4)OCC5=CC(=CC=C5)F)Cl. (4) Drug 1: CN(C)C1=NC(=NC(=N1)N(C)C)N(C)C. Drug 2: CC1C(C(CC(O1)OC2CC(OC(C2O)C)OC3=CC4=CC5=C(C(=O)C(C(C5)C(C(=O)C(C(C)O)O)OC)OC6CC(C(C(O6)C)O)OC7CC(C(C(O7)C)O)OC8CC(C(C(O8)C)O)(C)O)C(=C4C(=C3C)O)O)O)O. Cell line: SF-539. Synergy scores: CSS=-2.30, Synergy_ZIP=0.402, Synergy_Bliss=-0.649, Synergy_Loewe=-5.11, Synergy_HSA=-3.21. (5) Drug 1: CN1C(=O)N2C=NC(=C2N=N1)C(=O)N. Drug 2: CC=C1C(=O)NC(C(=O)OC2CC(=O)NC(C(=O)NC(CSSCCC=C2)C(=O)N1)C(C)C)C(C)C. Cell line: NCI/ADR-RES. Synergy scores: CSS=0.353, Synergy_ZIP=-2.20, Synergy_Bliss=-4.13, Synergy_Loewe=-5.83, Synergy_HSA=-2.90. (6) Drug 1: C1CC(C1)(C(=O)O)C(=O)O.[NH2-].[NH2-].[Pt+2]. Drug 2: CCC1(C2=C(COC1=O)C(=O)N3CC4=CC5=C(C=CC(=C5CN(C)C)O)N=C4C3=C2)O.Cl. Cell line: NCI-H522. Synergy scores: CSS=39.8, Synergy_ZIP=-7.13, Synergy_Bliss=-4.81, Synergy_Loewe=-0.279, Synergy_HSA=1.46. (7) Drug 1: CC(C1=C(C=CC(=C1Cl)F)Cl)OC2=C(N=CC(=C2)C3=CN(N=C3)C4CCNCC4)N. Drug 2: CC1C(C(=O)NC(C(=O)N2CCCC2C(=O)N(CC(=O)N(C(C(=O)O1)C(C)C)C)C)C(C)C)NC(=O)C3=C4C(=C(C=C3)C)OC5=C(C(=O)C(=C(C5=N4)C(=O)NC6C(OC(=O)C(N(C(=O)CN(C(=O)C7CCCN7C(=O)C(NC6=O)C(C)C)C)C)C(C)C)C)N)C. Cell line: HCC-2998. Synergy scores: CSS=14.3, Synergy_ZIP=12.6, Synergy_Bliss=16.4, Synergy_Loewe=14.9, Synergy_HSA=14.9. (8) Drug 1: C1=NC2=C(N=C(N=C2N1C3C(C(C(O3)CO)O)F)Cl)N. Drug 2: C#CCC(CC1=CN=C2C(=N1)C(=NC(=N2)N)N)C3=CC=C(C=C3)C(=O)NC(CCC(=O)O)C(=O)O. Cell line: KM12. Synergy scores: CSS=60.1, Synergy_ZIP=4.66, Synergy_Bliss=3.12, Synergy_Loewe=-14.6, Synergy_HSA=3.73. (9) Drug 1: C1C(C(OC1N2C=NC3=C(N=C(N=C32)Cl)N)CO)O. Drug 2: COCCOC1=C(C=C2C(=C1)C(=NC=N2)NC3=CC=CC(=C3)C#C)OCCOC.Cl. Cell line: SW-620. Synergy scores: CSS=49.4, Synergy_ZIP=0.0900, Synergy_Bliss=-1.65, Synergy_Loewe=-20.3, Synergy_HSA=-2.80.